From a dataset of Peptide-MHC class I binding affinity with 185,985 pairs from IEDB/IMGT. Regression. Given a peptide amino acid sequence and an MHC pseudo amino acid sequence, predict their binding affinity value. This is MHC class I binding data. (1) The peptide sequence is KTPDYPLIDI. The MHC is HLA-A68:02 with pseudo-sequence HLA-A68:02. The binding affinity (normalized) is 0.341. (2) The peptide sequence is SESTIDIIL. The MHC is HLA-B27:05 with pseudo-sequence HLA-B27:05. The binding affinity (normalized) is 0.0847.